This data is from Catalyst prediction with 721,799 reactions and 888 catalyst types from USPTO. The task is: Predict which catalyst facilitates the given reaction. (1) Reactant: [CH:1]([OH:3])=O.[CH:4]1([O:9][C:10]2[C:15]([O:16][CH3:17])=[CH:14][N:13]=[C:12](OC(C3C=CC=CC=3)(C3C=CC=CC=3)C3C=CC=CC=3)[CH:11]=2)[CH2:8][CH2:7][CH2:6][CH2:5]1. Product: [CH:4]1([O:9][C:10]2[C:15]([O:16][CH3:17])=[CH:14][N:13]=[C:12]([CH2:1][OH:3])[CH:11]=2)[CH2:5][CH2:6][CH2:7][CH2:8]1. The catalyst class is: 13. (2) Reactant: [CH2:1]([N:3]1[C:7]2[N:8]=[C:9]([C:18]3[CH:23]=[CH:22][C:21]([NH:24][C:25]([NH:27][C:28]4[CH:36]=[CH:35][C:31]([C:32]([OH:34])=O)=[CH:30][CH:29]=4)=[O:26])=[CH:20][CH:19]=3)[N:10]=[C:11]([N:12]3[CH2:17][CH2:16][O:15][CH2:14][CH2:13]3)[C:6]=2[N:5]=[N:4]1)[CH3:2].C[CH2:38][N:39](C(C)C)[CH:40](C)C.CN(C(ON1N=NC2C=CC=CC1=2)=[N+](C)C)C.F[P-](F)(F)(F)(F)F.N(C)C. Product: [CH2:1]([N:3]1[C:7]2[N:8]=[C:9]([C:18]3[CH:19]=[CH:20][C:21]([NH:24][C:25]([NH:27][C:28]4[CH:36]=[CH:35][C:31]([C:32]([N:39]([CH3:40])[CH3:38])=[O:34])=[CH:30][CH:29]=4)=[O:26])=[CH:22][CH:23]=3)[N:10]=[C:11]([N:12]3[CH2:13][CH2:14][O:15][CH2:16][CH2:17]3)[C:6]=2[N:5]=[N:4]1)[CH3:2]. The catalyst class is: 37. (3) Reactant: [CH3:1][C:2]([CH3:36])([CH3:35])[CH2:3][CH2:4][C@@:5]1([CH3:34])[C:14]2[C:9](=[CH:10][CH:11]=[CH:12][CH:13]=2)[C:8]([OH:15])=[C:7]([C:16]2[NH:21][C:20]3[CH:22]=[CH:23][C:24]([NH:26][S:27]([CH3:30])(=[O:29])=[O:28])=[CH:25][C:19]=3[S:18](=[O:32])(=[O:31])[N:17]=2)[C:6]1=[O:33].[OH-].[Na+:38]. Product: [CH3:1][C:2]([CH3:36])([CH3:35])[CH2:3][CH2:4][C@@:5]1([CH3:34])[C:14]2[C:9](=[CH:10][CH:11]=[CH:12][CH:13]=2)[C:8]([O-:15])=[C:7]([C:16]2[NH:21][C:20]3[CH:22]=[CH:23][C:24]([NH:26][S:27]([CH3:30])(=[O:29])=[O:28])=[CH:25][C:19]=3[S:18](=[O:32])(=[O:31])[N:17]=2)[C:6]1=[O:33].[Na+:38]. The catalyst class is: 6. (4) Reactant: Br[CH2:2][C:3]1[C:4]([Cl:10])=[N:5][CH:6]=[CH:7][C:8]=1[Cl:9].[SH:11][C:12]1[N:17]=[C:16]([OH:18])[CH:15]=[C:14]([C:19]([F:22])([F:21])[F:20])[N:13]=1.C(N(CC)CC)C. Product: [Cl:10][C:4]1[C:3]([CH2:2][S:11][C:12]2[N:17]=[C:16]([OH:18])[CH:15]=[C:14]([C:19]([F:22])([F:20])[F:21])[N:13]=2)=[C:8]([Cl:9])[CH:7]=[CH:6][N:5]=1. The catalyst class is: 8. (5) Reactant: [C:1]([O:5][C@@H:6]([C:12]1[C:13]([CH3:34])=[N:14][C:15]([CH3:33])=[C:16]([C:26]2[CH:31]=[CH:30][C:29]([OH:32])=[CH:28][CH:27]=2)[C:17]=1[N:18]1[CH2:23][CH2:22][C:21]([CH3:25])([CH3:24])[CH2:20][CH2:19]1)[C:7]([O:9][CH2:10][CH3:11])=[O:8])([CH3:4])([CH3:3])[CH3:2].O[CH2:36][CH2:37][C:38]1[CH:45]=[CH:44][C:41]([C:42]#[N:43])=[CH:40][CH:39]=1.C1C=CC(P(C2C=CC=CC=2)C2C=CC=CC=2)=CC=1.CCOC(/N=N/C(OCC)=O)=O. Product: [C:1]([O:5][C@@H:6]([C:12]1[C:13]([CH3:34])=[N:14][C:15]([CH3:33])=[C:16]([C:26]2[CH:27]=[CH:28][C:29]([O:32][CH2:36][CH2:37][C:38]3[CH:45]=[CH:44][C:41]([C:42]#[N:43])=[CH:40][CH:39]=3)=[CH:30][CH:31]=2)[C:17]=1[N:18]1[CH2:19][CH2:20][C:21]([CH3:24])([CH3:25])[CH2:22][CH2:23]1)[C:7]([O:9][CH2:10][CH3:11])=[O:8])([CH3:2])([CH3:3])[CH3:4]. The catalyst class is: 1. (6) The catalyst class is: 40. Reactant: [Cl:1][C:2]1[CH:3]=[C:4]([OH:11])[CH:5]=[C:6]([N+:8]([O-:10])=[O:9])[CH:7]=1.[C:12](=O)([O-])[O-].[K+].[K+].COS(OC)(=O)=O.N. Product: [Cl:1][C:2]1[CH:7]=[C:6]([N+:8]([O-:10])=[O:9])[CH:5]=[C:4]([O:11][CH3:12])[CH:3]=1. (7) Reactant: C[Al](C)C.[CH3:5][C:6]1[CH:7]=[CH:8][C:9]([NH2:12])=[N:10][CH:11]=1.[Si:13]([O:30][CH2:31][CH2:32][O:33][CH2:34][C@H:35]([O:40][C:41]1[N:46]=[CH:45][N:44]=[C:43]2[N:47]([C:50]3[CH:55]=[CH:54][CH:53]=[C:52]([Cl:56])[C:51]=3[CH3:57])[N:48]=[CH:49][C:42]=12)[C:36](OC)=[O:37])([C:26]([CH3:29])([CH3:28])[CH3:27])([C:20]1C=CC=CC=1)[C:14]1C=CC=CC=1.C(OCC)(=O)C. Product: [Si:13]([O:30][CH2:31][CH2:32][O:33][CH2:34][C@H:35]([O:40][C:41]1[C:42]2[CH:49]=[N:48][N:47]([C:50]3[CH:55]=[CH:54][CH:53]=[C:52]([Cl:56])[C:51]=3[CH3:57])[C:43]=2[N:44]=[CH:45][N:46]=1)[C:36]([NH:12][C:9]1[CH:8]=[CH:7][C:6]([CH3:5])=[CH:11][N:10]=1)=[O:37])([C:26]([CH3:27])([CH3:28])[CH3:29])([CH3:20])[CH3:14]. The catalyst class is: 11. (8) Reactant: [C:1]([NH:11][C@H:12]([C:16]([OH:18])=[O:17])[CH:13]([CH3:15])[CH3:14])([O:3][CH2:4][C:5]1[CH:10]=[CH:9][CH:8]=[CH:7][CH:6]=1)=[O:2].CC(C)([O-])C.[K+].[C:25]([O:29][C:30](=[O:35])[CH2:31][CH2:32][CH2:33]Br)([CH3:28])([CH3:27])[CH3:26].C(=O)(O)[O-].[Na+]. Product: [C:25]([O:29][C:30](=[O:35])[CH2:31][CH2:32][CH2:33][O:17][C:16](=[O:18])[C@H:12]([CH:13]([CH3:14])[CH3:15])[NH:11][C:1]([O:3][CH2:4][C:5]1[CH:10]=[CH:9][CH:8]=[CH:7][CH:6]=1)=[O:2])([CH3:28])([CH3:27])[CH3:26]. The catalyst class is: 3. (9) Reactant: [NH2:1][C:2]1[CH:10]=[CH:9][C:8]([O:11][CH3:12])=[CH:7][C:3]=1[C:4]([NH2:6])=[O:5].Cl.[C:14](Cl)(=[O:21])[C:15]1[CH:20]=[CH:19][CH:18]=[N:17][CH:16]=1.C(N(CC)CC)C. Product: [C:4]([C:3]1[CH:7]=[C:8]([O:11][CH3:12])[CH:9]=[CH:10][C:2]=1[NH:1][C:14](=[O:21])[C:15]1[CH:20]=[CH:19][CH:18]=[N:17][CH:16]=1)(=[O:5])[NH2:6]. The catalyst class is: 2.